Dataset: Catalyst prediction with 721,799 reactions and 888 catalyst types from USPTO. Task: Predict which catalyst facilitates the given reaction. (1) Reactant: Br[CH:2]([CH3:11])[C:3]([C:5]1[CH:10]=[CH:9][CH:8]=[CH:7][CH:6]=1)=O.[NH2:12][C:13]([NH2:15])=[S:14]. Product: [CH3:11][C:2]1[S:14][C:13]([NH2:15])=[N:12][C:3]=1[C:5]1[CH:10]=[CH:9][CH:8]=[CH:7][CH:6]=1. The catalyst class is: 14. (2) Reactant: [Cl:1][C:2]1[N:7]=[C:6](S(C)=O)[N:5]=[C:4]2[N:11]([C:16]3[C:21]([F:22])=[CH:20][CH:19]=[CH:18][C:17]=3[F:23])[C:12](=[O:15])[NH:13][CH2:14][C:3]=12.[N:24]1([CH:29]2[CH2:34][CH2:33][NH:32][CH2:31][CH2:30]2)[CH2:28][CH2:27][CH2:26][CH2:25]1.C(N(CC)C(C)C)(C)C. Product: [Cl:1][C:2]1[N:7]=[C:6]([N:32]2[CH2:33][CH2:34][CH:29]([N:24]3[CH2:28][CH2:27][CH2:26][CH2:25]3)[CH2:30][CH2:31]2)[N:5]=[C:4]2[N:11]([C:16]3[C:21]([F:22])=[CH:20][CH:19]=[CH:18][C:17]=3[F:23])[C:12](=[O:15])[NH:13][CH2:14][C:3]=12. The catalyst class is: 2. (3) Reactant: [Cl:1][C:2]1[C:7]([N+:8]([O-:10])=[O:9])=[C:6](Cl)[C:5]([CH3:12])=[C:4]([CH3:13])[N:3]=1.Cl.[NH2:15][CH2:16][C:17]1([OH:23])[CH2:22][CH2:21][CH2:20][CH2:19][CH2:18]1.C(N(CC)CC)C. Product: [Cl:1][C:2]1[C:7]([N+:8]([O-:10])=[O:9])=[C:6]([NH:15][CH2:16][C:17]2([OH:23])[CH2:22][CH2:21][CH2:20][CH2:19][CH2:18]2)[C:5]([CH3:12])=[C:4]([CH3:13])[N:3]=1. The catalyst class is: 9. (4) Reactant: [CH3:1][O:2][C:3]1[CH:8]=[CH:7][CH:6]=[C:5]([O:9][CH3:10])[C:4]=1[CH:11]1[N:15]([CH2:16][C:17]2[CH:22]=[CH:21][C:20]([O:23][C:24]([F:27])([F:26])[F:25])=[CH:19][CH:18]=2)[C:14](=[O:28])[CH:13]([OH:29])[CH2:12]1.[N+:30]([C:33]1[CH:41]=[CH:40][C:36]([C:37](O)=[O:38])=[CH:35][CH:34]=1)([O-:32])=[O:31].C1C=CC(P(C2C=CC=CC=2)C2C=CC=CC=2)=CC=1.CCOC(/N=N/C(OCC)=O)=O. Product: [N+:30]([C:33]1[CH:34]=[CH:35][C:36]([C:37]([O:29][CH:13]2[CH2:12][CH:11]([C:4]3[C:5]([O:9][CH3:10])=[CH:6][CH:7]=[CH:8][C:3]=3[O:2][CH3:1])[N:15]([CH2:16][C:17]3[CH:22]=[CH:21][C:20]([O:23][C:24]([F:25])([F:26])[F:27])=[CH:19][CH:18]=3)[C:14]2=[O:28])=[O:38])=[CH:40][CH:41]=1)([O-:32])=[O:31]. The catalyst class is: 1. (5) Reactant: [F:1][C:2]1[CH:10]=[C:9]2[C:5]([CH:6]=[CH:7][NH:8]2)=[CH:4][CH:3]=1.[Li+].CCC[CH2-].[Cl-].[CH:17]([SiH:20]([CH:24]([CH3:26])[CH3:25])[CH:21]([CH3:23])[CH3:22])([CH3:19])[CH3:18].O. Product: [F:1][C:2]1[CH:10]=[C:9]2[C:5]([CH:6]=[CH:7][N:8]2[Si:20]([CH:24]([CH3:26])[CH3:25])([CH:21]([CH3:23])[CH3:22])[CH:17]([CH3:19])[CH3:18])=[CH:4][CH:3]=1. The catalyst class is: 7. (6) Reactant: [C:1]([O:8][CH3:9])(=[O:7])/[CH:2]=[CH:3]/[C:4]([OH:6])=[O:5].[CH2:10]([NH:17][C:18](=[O:21])[CH2:19]Cl)[C:11]1[CH:16]=[CH:15][CH:14]=[CH:13][CH:12]=1. Product: [C:1]([O:8][CH3:9])(=[O:7])/[CH:2]=[CH:3]/[C:4]([O:6][CH2:19][C:18](=[O:21])[NH:17][CH2:10][C:11]1[CH:16]=[CH:15][CH:14]=[CH:13][CH:12]=1)=[O:5]. The catalyst class is: 37. (7) Reactant: [NH2:1][CH:2]1[N:8]=[C:7]([C:9]2[CH:16]=[CH:15][C:12]([C:13]#[N:14])=[CH:11][CH:10]=2)[C:6]2[CH:17]=[CH:18][CH:19]=[CH:20][C:5]=2[C:4]2[C:21]([CH3:24])=[N:22][O:23][C:3]1=2.[C:25](Cl)(=[O:29])[CH:26]([CH3:28])[CH3:27].C(N(CC)CC)C. Product: [C:13]([C:12]1[CH:11]=[CH:10][C:9]([C:7]2[C:6]3[CH:17]=[CH:18][CH:19]=[CH:20][C:5]=3[C:4]3[C:21]([CH3:24])=[N:22][O:23][C:3]=3[CH:2]([NH:1][C:25](=[O:29])[CH:26]([CH3:28])[CH3:27])[N:8]=2)=[CH:16][CH:15]=1)#[N:14]. The catalyst class is: 142. (8) Reactant: [F:1][C:2]1[CH:3]=[C:4]([C@:8]23[CH2:30][CH2:29][C:24]4([O:28][CH2:27][CH2:26][O:25]4)[C@@H:23]([CH3:31])[C@@H:9]2[CH2:10][CH2:11][C:12]2[C:16]3=[N:15][N:14]([S:17]([N:20]([CH3:22])[CH3:21])(=[O:19])=[O:18])[CH:13]=2)[CH:5]=[CH:6][CH:7]=1.C[Si]([N-][Si](C)(C)C)(C)C.[Li+].[Cl:42]C(Cl)(Cl)C(Cl)(Cl)Cl. Product: [Cl:42][C:13]1[N:14]([S:17]([N:20]([CH3:22])[CH3:21])(=[O:18])=[O:19])[N:15]=[C:16]2[C:12]=1[CH2:11][CH2:10][C@H:9]1[C@H:23]([CH3:31])[C:24]3([CH2:29][CH2:30][C@:8]21[C:4]1[CH:5]=[CH:6][CH:7]=[C:2]([F:1])[CH:3]=1)[O:25][CH2:26][CH2:27][O:28]3. The catalyst class is: 30. (9) Reactant: Cl[C:2]1[N:7]=[CH:6][N:5]=[C:4]([NH:8][S:9]([C:12]2[CH:17]=[CH:16][C:15]([CH:18]([CH3:20])[CH3:19])=[CH:14][CH:13]=2)(=[O:11])=[O:10])[CH:3]=1.[CH2:21]([N:24]1[CH2:29][CH2:28][NH:27][CH2:26][CH2:25]1)[CH:22]=[CH2:23]. Product: [CH2:21]([N:24]1[CH2:29][CH2:28][N:27]([C:2]2[N:7]=[CH:6][N:5]=[C:4]([NH:8][S:9]([C:12]3[CH:17]=[CH:16][C:15]([CH:18]([CH3:20])[CH3:19])=[CH:14][CH:13]=3)(=[O:11])=[O:10])[CH:3]=2)[CH2:26][CH2:25]1)[CH:22]=[CH2:23]. The catalyst class is: 58. (10) Reactant: [CH3:1][O:2][C:3]1[CH:4]=[C:5]2[O:9][C:8]([C:10]3[N:11]=[C:12]4[N:16]([CH:17]=3)[N:15]=[C:14]([O:18][CH3:19])[S:13]4)=[CH:7][C:6]2=[C:20]([OH:22])[CH:21]=1.O[CH2:24][C:25]1[N:30]=[C:29]([C:31]2[CH:41]=[CH:40][C:34]([C:35]([N:37]([CH3:39])[CH3:38])=[O:36])=[CH:33][CH:32]=2)[CH:28]=[CH:27][CH:26]=1.C(P(CCCC)CCCC)CCC.N(C(N1CCCCC1)=O)=NC(N1CCCCC1)=O. Product: [CH3:1][O:2][C:3]1[CH:21]=[C:20]([O:22][CH2:24][C:25]2[N:30]=[C:29]([C:31]3[CH:41]=[CH:40][C:34]([C:35]([N:37]([CH3:38])[CH3:39])=[O:36])=[CH:33][CH:32]=3)[CH:28]=[CH:27][CH:26]=2)[C:6]2[CH:7]=[C:8]([C:10]3[N:11]=[C:12]4[N:16]([CH:17]=3)[N:15]=[C:14]([O:18][CH3:19])[S:13]4)[O:9][C:5]=2[CH:4]=1. The catalyst class is: 76.